Dataset: Reaction yield outcomes from USPTO patents with 853,638 reactions. Task: Predict the reaction yield, written as a fraction of the theoretical maximum amount of product (1.0 means a 100% yield; for example, 0.34 means a 34% yield). The reactants are [NH2:1][C:2]1[C:9]([F:10])=[CH:8][C:5]([C:6]#[N:7])=[C:4]([C:11]2[C:12](=[O:25])[N:13]([CH2:23][CH3:24])[C:14]3[C:19]([CH:20]=2)=[CH:18][N:17]=[C:16]([NH:21][CH3:22])[CH:15]=3)[CH:3]=1.[Li]CCCC.[C:31]1([N:37]=[C:38]=[O:39])[CH:36]=[CH:35][CH:34]=[CH:33][CH:32]=1. The catalyst is C(Cl)Cl. The product is [C:6]([C:5]1[C:4]([C:11]2[C:12](=[O:25])[N:13]([CH2:23][CH3:24])[C:14]3[C:19]([CH:20]=2)=[CH:18][N:17]=[C:16]([NH:21][CH3:22])[CH:15]=3)=[CH:3][C:2]([NH:1][C:38]([NH:37][C:31]2[CH:36]=[CH:35][CH:34]=[CH:33][CH:32]=2)=[O:39])=[C:9]([F:10])[CH:8]=1)#[N:7]. The yield is 0.160.